From a dataset of Forward reaction prediction with 1.9M reactions from USPTO patents (1976-2016). Predict the product of the given reaction. (1) Given the reactants CS(O[CH2:6][CH2:7][C:8]1[O:9][C:10]2[CH:16]=[CH:15][C:14]([C:17]3[CH:22]=[CH:21][C:20]([C:23]#[N:24])=[CH:19][CH:18]=3)=[CH:13][C:11]=2[CH:12]=1)(=O)=O.[CH2:25]([NH:27][CH2:28][CH3:29])[CH3:26], predict the reaction product. The product is: [CH2:25]([N:27]([CH2:28][CH3:29])[CH2:6][CH2:7][C:8]1[O:9][C:10]2[CH:16]=[CH:15][C:14]([C:17]3[CH:22]=[CH:21][C:20]([C:23]#[N:24])=[CH:19][CH:18]=3)=[CH:13][C:11]=2[CH:12]=1)[CH3:26]. (2) Given the reactants [Cl:1][C:2]1[CH:11]=[CH:10][C:5]2[S:6][CH:7]=[C:8]([CH3:9])[C:4]=2[CH:3]=1.C([Li])CCC.CN([CH:20]=[O:21])C.[NH4+].[Cl-], predict the reaction product. The product is: [Cl:1][C:2]1[CH:11]=[CH:10][C:5]2[S:6][C:7]([CH:20]=[O:21])=[C:8]([CH3:9])[C:4]=2[CH:3]=1.